Dataset: Full USPTO retrosynthesis dataset with 1.9M reactions from patents (1976-2016). Task: Predict the reactants needed to synthesize the given product. (1) Given the product [N:9]1[O:8][N:7]=[C:6]2[CH:10]=[C:2]([C:12]3[CH:13]=[N:14][CH:15]=[C:16]([CH:23]=3)[C:17]([NH:19][CH2:20][CH2:21][F:22])=[O:18])[CH:3]=[CH:4][C:5]=12, predict the reactants needed to synthesize it. The reactants are: Br[C:2]1[CH:3]=[CH:4][C:5]2[C:6]([CH:10]=1)=[N:7][O:8][N:9]=2.Br[C:12]1[CH:13]=[N:14][CH:15]=[C:16]([CH:23]=1)[C:17]([NH:19][CH2:20][CH2:21][F:22])=[O:18]. (2) The reactants are: [H-].[Na+].Br[CH2:4][C:5]([O:7][C:8]([CH3:11])([CH3:10])[CH3:9])=[O:6].[S:12]1[CH2:17][CH2:16][CH:15]([N:18]2[C:22]3[CH:23]=[CH:24][CH:25]=[CH:26][C:21]=3[NH:20][C:19]2=[O:27])[CH2:14][CH2:13]1. Given the product [O:27]=[C:19]1[N:20]([CH2:4][C:5]([O:7][C:8]([CH3:11])([CH3:10])[CH3:9])=[O:6])[C:21]2[CH:26]=[CH:25][CH:24]=[CH:23][C:22]=2[N:18]1[CH:15]1[CH2:16][CH2:17][S:12][CH2:13][CH2:14]1, predict the reactants needed to synthesize it. (3) Given the product [Cl:3][C:4]1[C:9]([CH3:10])=[C:8]([NH:22][C:21]2[CH:23]=[CH:24][C:18]([O:17][CH2:15][CH3:16])=[CH:19][C:20]=2[N+:25]([O-:27])=[O:26])[N:7]2[N:12]=[CH:13][CH:14]=[C:6]2[N:5]=1, predict the reactants needed to synthesize it. The reactants are: [H-].[Na+].[Cl:3][C:4]1[C:9]([CH3:10])=[C:8](Cl)[N:7]2[N:12]=[CH:13][CH:14]=[C:6]2[N:5]=1.[CH2:15]([O:17][C:18]1[CH:24]=[CH:23][C:21]([NH2:22])=[C:20]([N+:25]([O-:27])=[O:26])[CH:19]=1)[CH3:16]. (4) Given the product [C:4]([C:3]1[CH:6]=[C:7]([F:10])[CH:8]=[CH:9][C:2]=1[B:11]([OH:16])[OH:12])#[N:5], predict the reactants needed to synthesize it. The reactants are: Br[C:2]1[CH:9]=[CH:8][C:7]([F:10])=[CH:6][C:3]=1[C:4]#[N:5].[B:11](OC(C)C)([O:16]C(C)C)[O:12]C(C)C.C([Li])CCC.Cl. (5) Given the product [CH3:1][N:2]([CH3:22])[CH:3]([CH2:20][CH3:21])[CH:4]([C:10]1[CH:19]=[CH:18][C:13]2[N:14]=[C:15]([NH:17][C:33](=[O:34])[O:35][CH2:36][CH3:37])[S:16][C:12]=2[CH:11]=1)[N:5]1[CH:9]=[CH:8][N:7]=[CH:6]1, predict the reactants needed to synthesize it. The reactants are: [CH3:1][N:2]([CH3:22])[CH:3]([CH2:20][CH3:21])[CH:4]([C:10]1[CH:19]=[CH:18][C:13]2[N:14]=[C:15]([NH2:17])[S:16][C:12]=2[CH:11]=1)[N:5]1[CH:9]=[CH:8][N:7]=[CH:6]1.CCN(C(C)C)C(C)C.Cl[C:33]([O:35][CH2:36][CH3:37])=[O:34]. (6) Given the product [CH2:35]([O:37][C:38]([CH:40]1[CH2:45][CH2:44][C:43]([C:21]2[CH:20]=[CH:19][C:18]([C:17]3[O:16][N:15]=[C:14]([CH3:33])[C:13]=3[NH:12][C:11]([O:10][CH:8]([C:3]3[CH:4]=[CH:5][CH:6]=[CH:7][C:2]=3[Cl:1])[CH3:9])=[O:34])=[CH:23][CH:22]=2)=[CH:42][CH2:41]1)=[O:39])[CH3:36], predict the reactants needed to synthesize it. The reactants are: [Cl:1][C:2]1[CH:7]=[CH:6][CH:5]=[CH:4][C:3]=1[CH:8]([O:10][C:11](=[O:34])[NH:12][C:13]1[C:14]([CH3:33])=[N:15][O:16][C:17]=1[C:18]1[CH:23]=[CH:22][C:21](B2OC(C)(C)C(C)(C)O2)=[CH:20][CH:19]=1)[CH3:9].[CH2:35]([O:37][C:38]([CH:40]1[CH2:45][CH2:44][C:43](OS(C(F)(F)F)(=O)=O)=[CH:42][CH2:41]1)=[O:39])[CH3:36]. (7) Given the product [C:36]1([N:39]2[CH2:40][CH2:41][N:42]([C:21]([O:23][CH2:24][CH2:29][CH2:28][N:6]3[CH2:5][CH2:4][N:3]([CH3:7])[CH2:2][CH2:1]3)=[O:22])[CH2:43][CH2:44]2)[CH:35]=[CH:34][CH:33]=[CH:38][CH:37]=1, predict the reactants needed to synthesize it. The reactants are: [CH2:1]1[NH:6][CH2:5][CH2:4][N:3]([CH2:7]CCO)[CH2:2]1.CCN(C(C)C)C(C)C.Cl[C:21]([O:23][C:24]1[CH:29]=[CH:28]C([N+]([O-])=O)=CC=1)=[O:22].[CH:33]1[CH:34]=[CH:35][C:36]([N:39]2[CH2:44][CH2:43][NH:42][CH2:41][CH2:40]2)=[CH:37][CH:38]=1. (8) Given the product [CH2:1]([C@@:5]1([CH2:28][CH3:29])[NH:11][C@H:10]([C:12]2[CH:17]=[CH:16][CH:15]=[CH:14][CH:13]=2)[C:9]2[CH:18]=[C:19]([O:24][CH3:25])[C:20]([CH2:22][NH:30][CH2:31][CH2:32][CH2:33][C:34]([OH:36])=[O:35])=[CH:21][C:8]=2[S:7](=[O:26])(=[O:27])[CH2:6]1)[CH2:2][CH2:3][CH3:4], predict the reactants needed to synthesize it. The reactants are: [CH2:1]([C@@:5]1([CH2:28][CH3:29])[NH:11][C@H:10]([C:12]2[CH:17]=[CH:16][CH:15]=[CH:14][CH:13]=2)[C:9]2[CH:18]=[C:19]([O:24][CH3:25])[C:20]([CH:22]=O)=[CH:21][C:8]=2[S:7](=[O:27])(=[O:26])[CH2:6]1)[CH2:2][CH2:3][CH3:4].[NH2:30][CH2:31][CH2:32][CH2:33][C:34]([O:36]C)=[O:35].C(O)(=O)C.C(=O)([O-])[O-].[Na+].[Na+]. (9) Given the product [NH2:14][C:12]1[S:13][C:9]([S:15][CH2:16][CH2:17][C:18]([O:20][CH3:21])=[O:19])=[CH:10][N:11]=1, predict the reactants needed to synthesize it. The reactants are: C([O-])([O-])=O.[K+].[K+].Br.Br[C:9]1[S:13][C:12]([NH2:14])=[N:11][CH:10]=1.[SH:15][CH2:16][CH2:17][C:18]([O:20][CH3:21])=[O:19]. (10) The reactants are: [CH3:1][O:2][C:3]1[CH:8]=[CH:7][C:6]([C:9]2[N:10]=[C:11]([C:22]3([C:28]([O:30][CH2:31][C:32]4[CH:37]=[CH:36][CH:35]=[CH:34][CH:33]=4)=[O:29])[CH2:27][CH2:26][NH:25][CH2:24][CH2:23]3)[O:12][C:13]=2[C:14]2[CH:19]=[CH:18][C:17]([O:20][CH3:21])=[CH:16][CH:15]=2)=[CH:5][CH:4]=1.ClC(Cl)(O[C:42](=[O:48])OC(Cl)(Cl)Cl)Cl.C(N(CC)CC)C.Cl.[CH3:58][NH:59][OH:60]. Given the product [CH3:1][O:2][C:3]1[CH:4]=[CH:5][C:6]([C:9]2[N:10]=[C:11]([C:22]3([C:28]([O:30][CH2:31][C:32]4[CH:37]=[CH:36][CH:35]=[CH:34][CH:33]=4)=[O:29])[CH2:27][CH2:26][N:25]([C:42](=[O:48])[N:59]([OH:60])[CH3:58])[CH2:24][CH2:23]3)[O:12][C:13]=2[C:14]2[CH:15]=[CH:16][C:17]([O:20][CH3:21])=[CH:18][CH:19]=2)=[CH:7][CH:8]=1, predict the reactants needed to synthesize it.